Dataset: Reaction yield outcomes from USPTO patents with 853,638 reactions. Task: Predict the reaction yield, written as a fraction of the theoretical maximum amount of product (1.0 means a 100% yield; for example, 0.34 means a 34% yield). (1) The reactants are CO[C:3](=O)[NH:4][CH2:5][CH2:6][CH:7]([C:14]1[CH:15]=[C:16]2[C:20](=[CH:21][CH:22]=1)[NH:19][CH:18]=[CH:17]2)[C:8]1[CH:13]=[CH:12][CH:11]=[CH:10][CH:9]=1.[H-].[H-].[H-].[H-].[Li+].[Al+3]. The catalyst is C1COCC1. The product is [NH:19]1[C:20]2[C:16](=[CH:15][C:14]([CH:7]([C:8]3[CH:9]=[CH:10][CH:11]=[CH:12][CH:13]=3)[CH2:6][CH2:5][NH:4][CH3:3])=[CH:22][CH:21]=2)[CH:17]=[CH:18]1. The yield is 0.910. (2) The reactants are [C:1]([O:7][CH2:8][CH3:9])(=[O:6])[CH2:2][C:3]([CH3:5])=O.[I:10][C:11]1[CH:18]=[CH:17][CH:16]=[CH:15][C:12]=1[CH:13]=O.[NH4+:19].[OH-:20]. The catalyst is CCO.C(Cl)Cl. The product is [I:10][C:11]1[CH:18]=[CH:17][CH:16]=[CH:15][C:12]=1[CH:13]1[C:2]([C:1]([O:7][CH2:8][CH3:9])=[O:6])=[C:3]([CH3:5])[NH:19][C:3]([CH3:5])=[C:2]1[C:1]([O:7][CH2:8][CH3:9])=[O:20]. The yield is 0.540. (3) The reactants are C(N(C(C)C)CC)(C)C.[CH3:10][O:11][C:12]1[C:17]2[C:18](=[O:32])[O:19][C:20]([C:22]3[C:31]4[C:26](=[CH:27][CH:28]=[CH:29][CH:30]=4)[CH:25]=[CH:24][CH:23]=3)=[N:21][C:16]=2[CH:15]=[CH:14][CH:13]=1.[CH:33]1([CH2:39][NH2:40])[CH2:38][CH2:37][CH2:36][CH2:35][CH2:34]1. No catalyst specified. The product is [CH:33]1([CH2:39][NH:40][C:18]([C:17]2[C:12]([O:11][CH3:10])=[CH:13][CH:14]=[CH:15][C:16]=2[NH:21][C:20]([C:22]2[C:31]3[C:26](=[CH:27][CH:28]=[CH:29][CH:30]=3)[CH:25]=[CH:24][CH:23]=2)=[O:19])=[O:32])[CH2:38][CH2:37][CH2:36][CH2:35][CH2:34]1. The yield is 0.840. (4) The reactants are [CH3:1][O:2][C:3](=[O:32])[C:4]1[CH:9]=[CH:8][C:7]([O:10][CH2:11][CH2:12][CH2:13]Br)=[CH:6][C:5]=1[NH:15][C:16](=[O:31])[C:17]1[CH:22]=[C:21]([C:23]([F:26])([F:25])[F:24])[CH:20]=[C:19]([C:27]([F:30])([F:29])[F:28])[CH:18]=1.[C:33]([C:37]1[CH:45]=[CH:44][C:40]([CH:41]=[N:42][OH:43])=[CH:39][CH:38]=1)([CH3:36])([CH3:35])[CH3:34].C(=O)([O-])[O-].[Cs+].[Cs+]. The catalyst is CC(C)=O. The product is [CH3:1][O:2][C:3](=[O:32])[C:4]1[CH:9]=[CH:8][C:7]([O:10][CH2:11][CH2:12][CH2:13][O:43]/[N:42]=[CH:41]/[C:40]2[CH:44]=[CH:45][C:37]([C:33]([CH3:36])([CH3:35])[CH3:34])=[CH:38][CH:39]=2)=[CH:6][C:5]=1[NH:15][C:16](=[O:31])[C:17]1[CH:22]=[C:21]([C:23]([F:26])([F:25])[F:24])[CH:20]=[C:19]([C:27]([F:30])([F:29])[F:28])[CH:18]=1. The yield is 0.480. (5) The reactants are Cl[C:2]1[C:11]2[C:6](=[CH:7][C:8]([CH2:12][O:13][C:14]3[CH:21]=[CH:20][C:17]([C:18]#[N:19])=[CH:16][CH:15]=3)=[CH:9][CH:10]=2)[N:5]=[C:4]([CH3:22])[CH:3]=1. The catalyst is N1CCCCC1. The product is [CH3:22][C:4]1[CH:3]=[C:2]([N:5]2[CH2:6][CH2:11][CH2:2][CH2:3][CH2:4]2)[C:11]2[C:6](=[CH:7][C:8]([CH2:12][O:13][C:14]3[CH:21]=[CH:20][C:17]([C:18]#[N:19])=[CH:16][CH:15]=3)=[CH:9][CH:10]=2)[N:5]=1. The yield is 0.320. (6) The reactants are [C:1]1([C:7]2([CH2:13][C:14]([NH:16][C:17]3[CH:25]=[CH:24][CH:23]=[CH:22][C:18]=3[C:19]([NH2:21])=[O:20])=O)[CH2:12][CH2:11][CH2:10][CH2:9][CH2:8]2)[CH:6]=[CH:5][CH:4]=[CH:3][CH:2]=1. The catalyst is CCO.[OH-].[Na+]. The product is [C:1]1([C:7]2([CH2:13][C:14]3[NH:21][C:19](=[O:20])[C:18]4[C:17](=[CH:25][CH:24]=[CH:23][CH:22]=4)[N:16]=3)[CH2:12][CH2:11][CH2:10][CH2:9][CH2:8]2)[CH:6]=[CH:5][CH:4]=[CH:3][CH:2]=1. The yield is 0.960. (7) The reactants are Br[C:2]1[N:7]=[C:6]([C:8]([O:10][CH2:11][CH3:12])=[O:9])[CH:5]=[CH:4][CH:3]=1.[Br:13][C:14]1[CH:15]=[CH:16][C:17]([F:23])=[C:18](B(O)O)[CH:19]=1. No catalyst specified. The product is [Br:13][C:14]1[CH:19]=[CH:18][C:17]([F:23])=[C:16]([C:2]2[N:7]=[C:6]([C:8]([O:10][CH2:11][CH3:12])=[O:9])[CH:5]=[CH:4][CH:3]=2)[CH:15]=1. The yield is 0.620. (8) The reactants are Cl.FC1C=C(C=CC=1)CN1C=C(C2C3C(=NC=C(C4C=CC(C5CCNCC5)=CC=4)C=3)N(S(C3C=CC(C)=CC=3)(=O)=O)C=2)C=N1.[F:46][C:47]1[CH:52]=[C:51]([C:53]2[CH:54]=[C:55]3[C:61]([C:62]4[CH:63]=[N:64][N:65]([CH2:67][C:68]5[CH:73]=[CH:72][CH:71]=[C:70]([F:74])[CH:69]=5)[CH:66]=4)=[CH:60][N:59](S(C4C=CC(C)=CC=4)(=O)=O)[C:56]3=[N:57][CH:58]=2)[CH:50]=[CH:49][C:48]=1[CH:85]1[CH2:90][CH2:89][N:88]([C:91]([O:93][C:94]([CH3:97])([CH3:96])[CH3:95])=[O:92])[CH2:87][CH2:86]1.[OH-].[Li+]. The catalyst is C1COCC1.CO.O. The product is [F:46][C:47]1[CH:52]=[C:51]([C:53]2[CH:54]=[C:55]3[C:61]([C:62]4[CH:63]=[N:64][N:65]([CH2:67][C:68]5[CH:73]=[CH:72][CH:71]=[C:70]([F:74])[CH:69]=5)[CH:66]=4)=[CH:60][NH:59][C:56]3=[N:57][CH:58]=2)[CH:50]=[CH:49][C:48]=1[CH:85]1[CH2:86][CH2:87][N:88]([C:91]([O:93][C:94]([CH3:97])([CH3:96])[CH3:95])=[O:92])[CH2:89][CH2:90]1. The yield is 0.761. (9) The reactants are [O:1]([C:8]1[CH:13]=[CH:12][C:11]([NH:14][C:15]2[N:20]=[CH:19][N:18]=[C:17]([NH:21][C:22]3[CH:23]=[C:24]([CH:28]=[CH:29][CH:30]=3)[C:25](O)=[O:26])[CH:16]=2)=[CH:10][CH:9]=1)[C:2]1[CH:7]=[CH:6][CH:5]=[CH:4][CH:3]=1.[CH3:31][NH:32][O:33][CH3:34].Cl.CCN=C=NCCCN(C)C.Cl.C1C=CC2N(O)N=NC=2C=1.CCN(C(C)C)C(C)C. The catalyst is CN(C=O)C. The product is [CH3:34][O:33][N:32]([CH3:31])[C:25](=[O:26])[C:24]1[CH:28]=[CH:29][CH:30]=[C:22]([NH:21][C:17]2[CH:16]=[C:15]([NH:14][C:11]3[CH:12]=[CH:13][C:8]([O:1][C:2]4[CH:3]=[CH:4][CH:5]=[CH:6][CH:7]=4)=[CH:9][CH:10]=3)[N:20]=[CH:19][N:18]=2)[CH:23]=1. The yield is 0.445. (10) The reactants are [CH2:1]1[O:5][CH2:4][O:3][CH2:2]1.[C:6]([Cl:9])(=[O:8])C.[CH3:10]COCC. No catalyst specified. The product is [C:4]([O:5][CH2:1][CH2:2][O:8][CH2:6][Cl:9])(=[O:3])[CH3:10]. The yield is 1.00.